From a dataset of Reaction yield outcomes from USPTO patents with 853,638 reactions. Predict the reaction yield, written as a fraction of the theoretical maximum amount of product (1.0 means a 100% yield; for example, 0.34 means a 34% yield). The catalyst is ClCCl.C([O-])(=O)C.[Cu+2].C([O-])(=O)C. The product is [CH:1]1([NH:6][C:7]2[N:12]3[N:13]=[C:14]([C:28]4[CH:29]=[CH:30][C:31]([O:34][C:35]5[CH:40]=[CH:39][CH:38]=[CH:37][CH:36]=5)=[CH:32][CH:33]=4)[C:15]([C:16]4[CH:21]=[CH:20][N:19]=[C:18]([NH:22][CH:23]5[CH2:24][CH2:25][CH2:26][CH2:27]5)[N:17]=4)=[C:11]3[CH:10]=[CH:9][CH:8]=2)[CH2:2][CH2:3][CH2:4][CH2:5]1. The yield is 0.120. The reactants are [CH:1]1([NH:6][C:7]2[N:12]3[N:13]=[C:14]([C:28]4[CH:33]=[CH:32][C:31]([OH:34])=[CH:30][CH:29]=4)[C:15]([C:16]4[CH:21]=[CH:20][N:19]=[C:18]([NH:22][CH:23]5[CH2:27][CH2:26][CH2:25][CH2:24]5)[N:17]=4)=[C:11]3[CH:10]=[CH:9][CH:8]=2)[CH2:5][CH2:4][CH2:3][CH2:2]1.[C:35]1(B(O)O)[CH:40]=[CH:39][CH:38]=[CH:37][CH:36]=1.C(N(CC)CC)C.